Task: Predict the reactants needed to synthesize the given product.. Dataset: Full USPTO retrosynthesis dataset with 1.9M reactions from patents (1976-2016) (1) Given the product [Cl:8][C:6]1[N:5]=[CH:4][N:3]=[C:2]([N:20]2[CH2:19][CH:18]3[CH2:17][N:16]([C:14]([O:13][C:9]([CH3:12])([CH3:11])[CH3:10])=[O:15])[CH2:23][CH:22]3[CH2:21]2)[N:7]=1, predict the reactants needed to synthesize it. The reactants are: Cl[C:2]1[N:7]=[C:6]([Cl:8])[N:5]=[CH:4][N:3]=1.[C:9]([O:13][C:14]([N:16]1[CH2:23][CH:22]2[CH:18]([CH2:19][NH:20][CH2:21]2)[CH2:17]1)=[O:15])([CH3:12])([CH3:11])[CH3:10].CCN(C(C)C)C(C)C. (2) Given the product [C:5]([O:4][CH2:1][CH:2]1[CH2:21][CH2:22][CH:17]([CH2:14][C:15]#[CH:16])[CH2:18][CH2:19]1)(=[O:7])[CH3:6], predict the reactants needed to synthesize it. The reactants are: [C:1]([O:4][C:5](=[O:7])[CH3:6])(=O)[CH3:2].N1C=CC=CC=1.[CH2:14]([CH:17]1[CH2:22][CH2:21]C(CO)[CH2:19][CH2:18]1)[C:15]#[CH:16].O.